Dataset: hERG potassium channel inhibition data for cardiac toxicity prediction from Karim et al.. Task: Regression/Classification. Given a drug SMILES string, predict its toxicity properties. Task type varies by dataset: regression for continuous values (e.g., LD50, hERG inhibition percentage) or binary classification for toxic/non-toxic outcomes (e.g., AMES mutagenicity, cardiotoxicity, hepatotoxicity). Dataset: herg_karim. (1) The molecule is CC(C)c1ccccc1C(=O)N(CC1CCC1)C1CCNC1. The result is 0 (non-blocker). (2) The compound is Cc1cc2ncc3c(n2n1)CN([C@H]1CO[C@H](c2cc(F)c(F)cc2F)[C@@H](N)C1)C3. The result is 1 (blocker). (3) The drug is CC(C)N1CCO[C@@H](CN2CCN(C(=O)Nc3ccc(Cl)c(Cl)c3)CC2)C1. The result is 1 (blocker). (4) The drug is COc1ccc2ncc(F)c([C@@H](O)CC[C@@H]3CCN(C4CC(c5cc(F)ccc5F)C4)C[C@@H]3C(=O)O)c2n1. The result is 0 (non-blocker). (5) The drug is Nc1ccc(-c2cccs2)cc1NC(=O)c1ccc(N2CCC3(CC2)C(=O)NCN3c2ccccc2)nc1. The result is 1 (blocker). (6) The molecule is Cc1ncoc1-c1nnc(SCCCN2CC[C@@]3(C[C@@H]3c3ccccc3C(F)(F)F)C2)n1C. The result is 1 (blocker). (7) The compound is Cn1c(-c2ccccc2)nnc1C(F)(F)CCCN1CC2C[C@]2(c2ccc(C(F)(F)F)cc2)C1. The result is 1 (blocker).